From a dataset of Reaction yield outcomes from USPTO patents with 853,638 reactions. Predict the reaction yield, written as a fraction of the theoretical maximum amount of product (1.0 means a 100% yield; for example, 0.34 means a 34% yield). (1) The reactants are [CH3:1][C:2]([C:4]1[CH:9]=[CH:8][C:7]([S:10]([CH3:13])(=[O:12])=[O:11])=[CH:6][CH:5]=1)=[O:3].[Cl-].[Al+3].[Cl-].[Cl-].[Br:18]Br.O. The catalyst is C(Cl)(Cl)Cl. The product is [Br:18][CH2:1][C:2]([C:4]1[CH:5]=[CH:6][C:7]([S:10]([CH3:13])(=[O:12])=[O:11])=[CH:8][CH:9]=1)=[O:3]. The yield is 0.780. (2) The reactants are C([N:8]1[CH:14]2[CH2:15][N:11]([CH2:12][CH2:13]2)[CH2:10][CH2:9]1)C1C=CC=CC=1.[ClH:16]. The catalyst is [Pd].CCO. The product is [ClH:16].[ClH:16].[N:11]12[CH2:15][CH:14]([CH2:13][CH2:12]1)[NH:8][CH2:9][CH2:10]2. The yield is 0.800.